From a dataset of Reaction yield outcomes from USPTO patents with 853,638 reactions. Predict the reaction yield, written as a fraction of the theoretical maximum amount of product (1.0 means a 100% yield; for example, 0.34 means a 34% yield). (1) The reactants are [C:1]([NH:8][C@H:9]([CH2:15][CH2:16][CH2:17][CH2:18][CH2:19][CH:20]=[CH2:21])[C:10]([O:12]CC)=[O:11])([O:3][C:4]([CH3:7])([CH3:6])[CH3:5])=[O:2].O[Li].O. The catalyst is CO.O. The product is [C:1]([NH:8][C@H:9]([CH2:15][CH2:16][CH2:17][CH2:18][CH2:19][CH:20]=[CH2:21])[C:10]([OH:12])=[O:11])([O:3][C:4]([CH3:6])([CH3:7])[CH3:5])=[O:2]. The yield is 0.950. (2) The reactants are [OH:1][CH2:2][CH:3]1[CH2:8][CH2:7][NH:6][CH2:5][CH2:4]1.C(=O)([O-])[O-].[K+].[K+].Cl[C:16]([O:18][CH3:19])=[O:17].ClCCl. The catalyst is O. The product is [CH3:19][O:18][C:16]([N:6]1[CH2:7][CH2:8][CH:3]([CH2:2][OH:1])[CH2:4][CH2:5]1)=[O:17]. The yield is 0.900. (3) The reactants are [NH2:1][CH2:2][C:3]1[C:4]([NH:20][C@H:21]([C:23]2[CH:28]=[CH:27][C:26]([F:29])=[CH:25][CH:24]=2)[CH3:22])=[N:5][C:6]([NH:10][C:11]2[CH:15]=[C:14]([O:16][CH:17]([CH3:19])[CH3:18])[NH:13][N:12]=2)=[C:7]([F:9])[CH:8]=1.[C:30](O)(=[O:32])[CH3:31]. The catalyst is C1COCC1.C(Cl)Cl. The product is [F:9][C:7]1[CH:8]=[C:3]([CH2:2][NH:1][C:30](=[O:32])[CH3:31])[C:4]([NH:20][C@H:21]([C:23]2[CH:24]=[CH:25][C:26]([F:29])=[CH:27][CH:28]=2)[CH3:22])=[N:5][C:6]=1[NH:10][C:11]1[CH:15]=[C:14]([O:16][CH:17]([CH3:18])[CH3:19])[NH:13][N:12]=1. The yield is 0.490. (4) The reactants are [Cl:1][C:2]1[NH:7][C:6](=[O:8])[C:5]([F:9])=[CH:4][N:3]=1.[Br:10][C:11]1[CH:18]=[CH:17][CH:16]=[CH:15][C:12]=1[CH2:13]Br. No catalyst specified. The product is [Br:10][C:11]1[CH:18]=[CH:17][CH:16]=[CH:15][C:12]=1[CH2:13][N:7]1[C:6](=[O:8])[C:5]([F:9])=[CH:4][N:3]=[C:2]1[Cl:1]. The yield is 0.110. (5) No catalyst specified. The reactants are [F:1][C:2]1[CH:19]=[CH:18][C:5]([O:6][C:7]2[CH:15]=[CH:14][CH:13]=[C:12]([O:16][CH3:17])[C:8]=2[C:9](O)=[O:10])=[C:4]([NH:20][C:21]([NH:23][C:24]2[S:25][CH:26]=[CH:27][N:28]=2)=[O:22])[CH:3]=1.[CH3:29][NH2:30].C1COCC1. The yield is 0.720. The product is [F:1][C:2]1[CH:19]=[CH:18][C:5]([O:6][C:7]2[CH:15]=[CH:14][CH:13]=[C:12]([O:16][CH3:17])[C:8]=2[C:9]([NH:30][CH3:29])=[O:10])=[C:4]([NH:20][C:21]([NH:23][C:24]2[S:25][CH:26]=[CH:27][N:28]=2)=[O:22])[CH:3]=1. (6) The yield is 0.245. No catalyst specified. The reactants are [CH3:1][CH:2]([C@H:4]1[CH:8]2[CH:9]3[C@@:22]([CH3:25])([CH2:23][CH2:24][C@@:7]2([C:31]([OH:33])=[O:32])[CH2:6][CH2:5]1)[C@@:21]1([CH3:26])[CH:12]([C@:13]2([CH3:30])[CH:18]([CH2:19][CH2:20]1)[C:17]([CH3:28])([CH3:27])[C@@H:16]([OH:29])[CH2:15][CH2:14]2)[CH2:11][CH2:10]3)[CH3:3].C(Cl)(Cl)Cl.[CH3:38][OH:39]. The product is [CH3:3][CH:2]([C@H:4]1[C@@H:8]2[C@@H:9]3[C@@:22]([CH3:25])([CH2:23][CH2:24][C@@:7]2([C:31]([OH:33])=[O:32])[CH2:6][CH2:5]1)[C@@:21]1([CH3:26])[C@@H:12]([C@:13]2([CH3:30])[C@@H:18]([CH2:19][CH2:20]1)[C:17]([CH3:28])([CH3:27])[C@@H:16]([O:29][C:38]([CH2:6][C:7]([C:31]([OH:33])=[O:32])([CH3:24])[CH3:8])=[O:39])[CH2:15][CH2:14]2)[CH2:11][CH2:10]3)[CH3:1]. (7) The reactants are [Cl:1][C:2]1[CH:10]=[C:9]2[C:5]([C:6]([C:11](=[O:16])[C:12]([F:15])([F:14])[F:13])=[CH:7][NH:8]2)=[CH:4][CH:3]=1.CC([O-])(C)C.[K+].[C:23]([O:27][C:28]([N:30]1[CH2:34][CH2:33]OS1(=O)=O)=[O:29])([CH3:26])([CH3:25])[CH3:24].COC(C)(C)C. The catalyst is CN(C)C=O. The product is [C:23]([O:27][C:28](=[O:29])[NH:30][CH2:34][CH2:33][N:8]1[C:9]2[C:5](=[CH:4][CH:3]=[C:2]([Cl:1])[CH:10]=2)[C:6]([C:11](=[O:16])[C:12]([F:13])([F:14])[F:15])=[CH:7]1)([CH3:26])([CH3:25])[CH3:24]. The yield is 0.610. (8) The reactants are Br[CH2:2][CH2:3][OH:4].[CH3:5][C@H:6]1[NH:11][CH2:10][CH2:9][N:8]([C:12]([O:14][C:15]([CH3:18])([CH3:17])[CH3:16])=[O:13])[CH2:7]1.C(=O)([O-])[O-].[K+].[K+]. The catalyst is C(#N)C. The product is [OH:4][CH2:3][CH2:2][N:11]1[CH2:10][CH2:9][N:8]([C:12]([O:14][C:15]([CH3:18])([CH3:17])[CH3:16])=[O:13])[CH2:7][C@H:6]1[CH3:5]. The yield is 0.570. (9) The reactants are [F:1][C:2]([F:7])([F:6])[C:3]([O-:5])=[O:4].[F:8][C:9]1([F:25])[CH2:14][CH2:13][CH2:12][C@H:11]([OH:15])[C@H:10]1[NH2+:16][C@@H](C1C=CC=CC=1)C.[H][H]. The product is [F:1][C:2]([F:7])([F:6])[C:3]([O-:5])=[O:4].[F:8][C:9]1([F:25])[CH2:14][CH2:13][CH2:12][C@H:11]([OH:15])[C@H:10]1[NH3+:16]. The yield is 1.00. The catalyst is [Pd].CO.